Dataset: Forward reaction prediction with 1.9M reactions from USPTO patents (1976-2016). Task: Predict the product of the given reaction. (1) Given the reactants [NH2:1][C:2]1[CH:14]=[CH:13][C:5]([C:6]([NH:8][C:9]([CH3:12])([CH3:11])[CH3:10])=[O:7])=[CH:4][CH:3]=1.Cl[C:16]1[CH2:17][C:18]([CH3:32])([CH3:31])[CH2:19][C:20]2[C:21]=1[S:22][CH2:23][C@@H:24]([C:26]([O:28][CH2:29][CH3:30])=[O:27])[N:25]=2, predict the reaction product. The product is: [C:9]([NH:8][C:6]([C:5]1[CH:13]=[CH:14][C:2](/[N:1]=[C:16]2\[CH2:17][C:18]([CH3:31])([CH3:32])[CH2:19][C:20]3[NH:25][CH:24]([C:26]([O:28][CH2:29][CH3:30])=[O:27])[CH2:23][S:22][C:21]\2=3)=[CH:3][CH:4]=1)=[O:7])([CH3:10])([CH3:11])[CH3:12]. (2) Given the reactants [OH:1][C:2]([C:35]1[S:36][CH:37]=[CH:38][CH:39]=1)([C:30]1[S:31][CH:32]=[CH:33][CH:34]=1)[C:3]([O:5][C@H:6]1[CH2:11][CH2:10][C@H:9]([N:12]([CH2:14][CH2:15][C:16]([NH:18][C:19]2[CH:24]=[C:23]([O:25][CH3:26])[C:22]([CH2:27][OH:28])=[CH:21][C:20]=2[Cl:29])=[O:17])[CH3:13])[CH2:8][CH2:7]1)=[O:4], predict the reaction product. The product is: [OH:1][C:2]([C:30]1[S:31][CH:32]=[CH:33][CH:34]=1)([C:35]1[S:36][CH:37]=[CH:38][CH:39]=1)[C:3]([O:5][C@H:6]1[CH2:7][CH2:8][C@H:9]([N:12]([CH2:14][CH2:15][C:16]([NH:18][C:19]2[CH:24]=[C:23]([O:25][CH3:26])[C:22]([CH:27]=[O:28])=[CH:21][C:20]=2[Cl:29])=[O:17])[CH3:13])[CH2:10][CH2:11]1)=[O:4]. (3) Given the reactants Br[CH2:2][C:3]1[CH:8]=[CH:7][C:6]([C:9]2[O:10][C:11]3[CH:17]=[CH:16][CH:15]=[CH:14][C:12]=3[N:13]=2)=[CH:5][C:4]=1[O:18][CH3:19].[NH:20]1[CH:24]=[CH:23][N:22]=[N:21]1.C([O-])([O-])=O.[Cs+].[Cs+], predict the reaction product. The product is: [CH3:19][O:18][C:4]1[CH:5]=[C:6]([C:9]2[O:10][C:11]3[CH:17]=[CH:16][CH:15]=[CH:14][C:12]=3[N:13]=2)[CH:7]=[CH:8][C:3]=1[CH2:2][N:20]1[CH:24]=[CH:23][N:22]=[N:21]1.[CH3:19][O:18][C:4]1[CH:5]=[C:6]([C:9]2[O:10][C:11]3[CH:17]=[CH:16][CH:15]=[CH:14][C:12]=3[N:13]=2)[CH:7]=[CH:8][C:3]=1[CH2:2][N:21]1[N:22]=[CH:23][CH:24]=[N:20]1. (4) Given the reactants [CH3:1][CH2:2][C@@H:3]([C:5]([O:7][C@@H:8]1[C@@H:13]2[C@@H:14]([CH2:19][CH2:20][C@H:21]3[O:27][C:25](=[O:26])[CH2:24][C@H:23]([OH:28])[CH2:22]3)[C@@H:15]([CH3:18])[CH:16]=[CH:17][C:12]2=[CH:11][C@H:10]([CH3:29])[CH2:9]1)=[O:6])[CH3:4].[CH3:30][O:31][CH2:32][CH2:33][NH2:34], predict the reaction product. The product is: [CH3:30][O:31][CH2:32][CH2:33][NH:34][C:25](=[O:26])[CH2:24][C@H:23]([OH:28])[CH2:22][C@H:21]([OH:27])[CH2:20][CH2:19][C@@H:14]1[C@@H:13]2[C:12](=[CH:11][C@H:10]([CH3:29])[CH2:9][C@@H:8]2[O:7][C:5](=[O:6])[C@@H:3]([CH3:4])[CH2:2][CH3:1])[CH:17]=[CH:16][C@@H:15]1[CH3:18]. (5) Given the reactants C(C1C=C(C2ON=C(C3C=C(C)C(OCC(O)CNC(=O)CO)=C(C)C=3)N=2)C=CC=1)=O.[CH2:32]([C:34]1[CH:35]=[C:36]([CH:40]=[CH:41][C:42]=1[CH:43]=[O:44])[C:37]([OH:39])=O)[CH3:33].[CH2:45]([C:47]1[CH:62]=[C:61]([C:63](=[NH:66])[NH:64]O)[CH:60]=[C:59]([CH3:67])[C:48]=1[O:49][CH2:50][C@@H:51]([OH:58])[CH2:52][NH:53][C:54](=[O:57])[CH2:55][OH:56])[CH3:46], predict the reaction product. The product is: [CH2:45]([C:47]1[CH:62]=[C:61]([C:63]2[N:66]=[C:37]([C:36]3[CH:40]=[CH:41][C:42]([CH:43]=[O:44])=[C:34]([CH2:32][CH3:33])[CH:35]=3)[O:39][N:64]=2)[CH:60]=[C:59]([CH3:67])[C:48]=1[O:49][CH2:50][C@@H:51]([OH:58])[CH2:52][NH:53][C:54](=[O:57])[CH2:55][OH:56])[CH3:46]. (6) Given the reactants Br[C:2]1[CH:7]=[C:6]([C:8]([F:11])([F:10])[F:9])[C:5]2[CH2:12][O:13][C@:14]3([CH3:26])[C@H:18]([C:4]=2[CH:3]=1)[CH2:17][N:16](C(OC(C)(C)C)=O)[CH2:15]3.[CH3:27][O-:28].[Na+].CO.[ClH:32], predict the reaction product. The product is: [ClH:32].[CH3:27][O:28][C:2]1[CH:7]=[C:6]([C:8]([F:10])([F:11])[F:9])[C:5]2[CH2:12][O:13][C@:14]3([CH3:26])[C@H:18]([C:4]=2[CH:3]=1)[CH2:17][NH:16][CH2:15]3.